From a dataset of Reaction yield outcomes from USPTO patents with 853,638 reactions. Predict the reaction yield, written as a fraction of the theoretical maximum amount of product (1.0 means a 100% yield; for example, 0.34 means a 34% yield). (1) The reactants are C[O:2][C:3](=O)[C@@H:4]([CH2:6][C:7]1[CH:12]=[CH:11][C:10]([OH:13])=[CH:9][CH:8]=1)[NH2:5].O.[NH2:16][NH2:17]. The yield is 0.930. The product is [NH2:5][C@@H:4]([C:3]([NH:16][NH2:17])=[O:2])[CH2:6][C:7]1[CH:12]=[CH:11][C:10]([OH:13])=[CH:9][CH:8]=1. The catalyst is CO. (2) The reactants are CO[C:3]([C:5]1[CH:10]=[C:9]([NH2:11])[CH:8]=[C:7]([C:12]([O:14]C)=O)[CH:6]=1)=[O:4].[NH2:16][CH:17]([CH2:20][OH:21])[CH2:18][OH:19]. The catalyst is CO. The product is [NH2:11][C:9]1[CH:10]=[C:5]([C:3]([NH:16][CH:17]([CH2:20][OH:21])[CH2:18][OH:19])=[O:4])[CH:6]=[C:7]([C:12]([NH:16][CH:17]([CH2:20][OH:21])[CH2:18][OH:19])=[O:14])[CH:8]=1. The yield is 0.900.